This data is from Reaction yield outcomes from USPTO patents with 853,638 reactions. The task is: Predict the reaction yield, written as a fraction of the theoretical maximum amount of product (1.0 means a 100% yield; for example, 0.34 means a 34% yield). (1) The reactants are [CH2:1]([OH:4])[CH2:2][OH:3].C(=O)([O-])[O-].[K+].[K+].[K].[C:12]([C:16]1[CH:21]=[CH:20][C:19]([S:22]([NH:25][C:26]2[C:31]([O:32][C:33]3[CH:38]=[CH:37][CH:36]=[CH:35][C:34]=3[O:39][CH3:40])=[C:30](Cl)[N:29]=[C:28]([C:42]3[N:47]=[CH:46][CH:45]=[CH:44][N:43]=3)C=2)(=[O:24])=[O:23])=[CH:18][CH:17]=1)([CH3:15])([CH3:14])[CH3:13].C(#[N:50])C. No catalyst specified. The product is [CH3:13][C:12]([C:16]1[CH:21]=[CH:20][C:19]([S:22]([NH:25][C:26]2[C:31]([O:32][C:33]3[CH:38]=[CH:37][CH:36]=[CH:35][C:34]=3[O:39][CH3:40])=[C:30]([O:3][CH2:2][CH2:1][OH:4])[N:29]=[C:28]([C:42]3[N:47]=[CH:46][CH:45]=[CH:44][N:43]=3)[N:50]=2)(=[O:23])=[O:24])=[CH:18][CH:17]=1)([CH3:14])[CH3:15]. The yield is 0.890. (2) The reactants are [N:1]1([C:6]2[CH:13]=[CH:12][C:9]([CH:10]=O)=[CH:8][CH:7]=2)[CH:5]=[N:4][CH:3]=[N:2]1.[C:14]([O-])([O-])=O.[K+].[K+]. The catalyst is O1CCOCC1.[Br-].C[P+](C1C=CC=CC=1)(C1C=CC=CC=1)C1C=CC=CC=1. The product is [CH:10]([C:9]1[CH:12]=[CH:13][C:6]([N:1]2[CH:5]=[N:4][CH:3]=[N:2]2)=[CH:7][CH:8]=1)=[CH2:14]. The yield is 0.630.